This data is from Forward reaction prediction with 1.9M reactions from USPTO patents (1976-2016). The task is: Predict the product of the given reaction. (1) Given the reactants [BrH:1].CC(O)=O.C(O[C@@H:10]1[O:27][C@H:26]([CH2:28][O:29][C:30](=[O:32])[CH3:31])[C@H:21]([O:22][C:23](=[O:25])[CH3:24])[C@H:16]([O:17][C:18](=[O:20])[CH3:19])[C@H:11]1[O:12][C:13](=[O:15])[CH3:14])(=O)C, predict the reaction product. The product is: [C:13]([O:12][C@@H:11]1[C@@H:16]([O:17][C:18](=[O:20])[CH3:19])[C@@H:21]([O:22][C:23](=[O:25])[CH3:24])[C@@H:26]([CH2:28][O:29][C:30](=[O:32])[CH3:31])[O:27][C@@H:10]1[Br:1])(=[O:15])[CH3:14]. (2) Given the reactants [C:1]([Si:5]([CH3:37])([CH3:36])[O:6][C:7]1([C:11]2[S:12][C:13]([C:16]3[CH:17]=[C:18]([NH:25][C:26]4[N:31]=[C:30]([C:32]([F:35])([F:34])[F:33])[CH:29]=[CH:28][N:27]=4)[CH:19]=[C:20]([N+:22]([O-])=O)[CH:21]=3)=[CH:14][N:15]=2)[CH2:10][CH2:9][CH2:8]1)([CH3:4])([CH3:3])[CH3:2], predict the reaction product. The product is: [Si:5]([O:6][C:7]1([C:11]2[S:12][C:13]([C:16]3[CH:21]=[C:20]([NH2:22])[CH:19]=[C:18]([NH:25][C:26]4[N:31]=[C:30]([C:32]([F:33])([F:34])[F:35])[CH:29]=[CH:28][N:27]=4)[CH:17]=3)=[CH:14][N:15]=2)[CH2:10][CH2:9][CH2:8]1)([C:1]([CH3:2])([CH3:3])[CH3:4])([CH3:36])[CH3:37]. (3) Given the reactants [CH3:1][O:2][C:3]1[CH:10]=[CH:9][C:6]([CH2:7][NH2:8])=[CH:5][CH:4]=1.C([O-])([O-])=O.[K+].[K+].Cl[C:18]1[C:23]2[CH:24]=[C:25]([I:27])[S:26][C:22]=2[C:21]([C:28]#[N:29])=[CH:20][N:19]=1, predict the reaction product. The product is: [I:27][C:25]1[S:26][C:22]2[C:21]([C:28]#[N:29])=[CH:20][N:19]=[C:18]([NH:8][CH2:7][C:6]3[CH:9]=[CH:10][C:3]([O:2][CH3:1])=[CH:4][CH:5]=3)[C:23]=2[CH:24]=1. (4) The product is: [CH3:15][N:16]1[CH:24]=[C:23]2[C:18]([CH:19]=[CH:20][C:21]([CH2:25][NH:26][S:2]([C:5]3[CH:14]=[CH:13][C:8]([C:9]([O:11][CH3:12])=[O:10])=[CH:7][CH:6]=3)(=[O:4])=[O:3])=[CH:22]2)=[N:17]1. Given the reactants Cl[S:2]([C:5]1[CH:14]=[CH:13][C:8]([C:9]([O:11][CH3:12])=[O:10])=[CH:7][CH:6]=1)(=[O:4])=[O:3].[CH3:15][N:16]1[CH:24]=[C:23]2[C:18]([CH:19]=[CH:20][C:21]([CH2:25][NH2:26])=[CH:22]2)=[N:17]1, predict the reaction product. (5) Given the reactants [NH2:1][C:2]1[NH:6][N:5]=[C:4]([OH:7])[C:3]=1[C:8]1[CH:13]=[CH:12][CH:11]=[CH:10][CH:9]=1.[O:14]1[CH2:19][CH2:18][O:17][C:16]2[CH:20]=[C:21]([C:24](=O)[CH2:25][C:26](OCC)=[O:27])[CH:22]=[CH:23][C:15]1=2, predict the reaction product. The product is: [O:14]1[CH2:19][CH2:18][O:17][C:16]2[CH:20]=[C:21]([C:24]3[NH:1][C:2]4[N:6]([N:5]=[C:4]([OH:7])[C:3]=4[C:8]4[CH:13]=[CH:12][CH:11]=[CH:10][CH:9]=4)[C:26](=[O:27])[CH:25]=3)[CH:22]=[CH:23][C:15]1=2. (6) Given the reactants [C:1]([CH2:3][C:4]1[N:5]=[N:6][N:7]([C:9]2[CH:14]=[CH:13][C:12]([N:15]3[CH2:19][CH:18]([CH2:20][NH:21][C:22](=[O:24])[CH3:23])[O:17][C:16]3=[O:25])=[CH:11][C:10]=2[F:26])[CH:8]=1)#[N:2].C(N(CC)CC)C.[SH2:34].Cl[CH2:36][C:37](=O)[CH3:38], predict the reaction product. The product is: [F:26][C:10]1[CH:11]=[C:12]([N:15]2[CH2:19][C@H:18]([CH2:20][NH:21][C:22](=[O:24])[CH3:23])[O:17][C:16]2=[O:25])[CH:13]=[CH:14][C:9]=1[N:7]1[CH:8]=[C:4]([CH2:3][C:1]2[S:34][CH:36]=[C:37]([CH3:38])[N:2]=2)[N:5]=[N:6]1. (7) Given the reactants [Cl:1][C:2]1[CH:3]=[C:4]([C:10]2[C:11]([CH3:23])=[N:12][N:13](C(OC(C)(C)C)=O)[C:14]=2[CH3:15])[CH:5]=[CH:6][C:7]=1[C:8]#[N:9].C(O)(C(F)(F)F)=O.[OH-].[Na+], predict the reaction product. The product is: [Cl:1][C:2]1[CH:3]=[C:4]([C:10]2[C:14]([CH3:15])=[N:13][NH:12][C:11]=2[CH3:23])[CH:5]=[CH:6][C:7]=1[C:8]#[N:9].